Predict the product of the given reaction. From a dataset of Forward reaction prediction with 1.9M reactions from USPTO patents (1976-2016). (1) The product is: [Cl:14][CH2:13][CH2:12][CH2:11][CH2:10][C:5]1([C:3]([OH:4])=[O:2])[CH2:6][CH2:7][CH2:8][CH2:9]1.[CH3:19][O:20][CH2:13][CH2:12][CH2:11][CH2:10][C:5]1([C:3]([OH:2])=[O:4])[CH2:9][CH2:8][CH2:7][CH2:6]1. Given the reactants C[O:2][C:3]([C:5]1([CH2:10][CH2:11][CH2:12][CH2:13][Cl:14])[CH2:9][CH2:8][CH2:7][CH2:6]1)=[O:4].[OH-].[Na+].C1C[O:20][CH2:19]C1, predict the reaction product. (2) The product is: [CH3:37][S:36][C:33]1[N:32]=[CH:31][C:30]2=[CH:29][CH:28]=[C:27]([C:14]3[CH:15]=[CH:16][CH:17]=[CH:18][CH:19]=3)[N:35]2[N:34]=1. Given the reactants [C:14]1(P([C:14]2[CH:19]=[CH:18][CH:17]=[CH:16][CH:15]=2)[C:14]2[CH:19]=[CH:18][CH:17]=[CH:16][CH:15]=2)[CH:19]=[CH:18][CH:17]=[CH:16][CH:15]=1.O1CCOCC1.Br[C:27]1[N:35]2[C:30]([CH:31]=[N:32][C:33]([S:36][CH3:37])=[N:34]2)=[CH:29][CH:28]=1.C1(B(O)O)C=CC=CC=1.CN(C)C=O.C(=O)([O-])[O-].[Na+].[Na+].O, predict the reaction product. (3) Given the reactants [C:1]([O:5][C:6]([N:8]1[CH2:13][CH2:12][N:11]([C:14]2[N:22]=[C:21]([Cl:23])[N:20]=[C:19]3[C:15]=2[N:16]=[CH:17][NH:18]3)[CH2:10][CH2:9]1)=[O:7])([CH3:4])([CH3:3])[CH3:2].CI.[C:26](=O)([O-])[O-].[K+].[K+].Cl, predict the reaction product. The product is: [C:1]([O:5][C:6]([N:8]1[CH2:9][CH2:10][N:11]([C:14]2[N:22]=[C:21]([Cl:23])[N:20]=[C:19]3[C:15]=2[N:16]=[CH:17][N:18]3[CH3:26])[CH2:12][CH2:13]1)=[O:7])([CH3:4])([CH3:2])[CH3:3]. (4) Given the reactants [C:1](Cl)(=[O:5])[C:2](Cl)=O.[CH3:7][C:8]1([CH3:16])[C:10]([CH3:12])([CH3:11])[CH:9]1C(O)=O.NC1C=CC(C2[NH:25][C:26]3[CH:32]=[CH:31][C:30](N)=[CH:29][C:27]=3[N:28]=2)=CC=1, predict the reaction product. The product is: [C:1](=[C:2]1[N:28]=[C:27]2[CH:29]=[CH:30][CH:31]=[CH:32][C:26]2=[N:25]1)=[O:5].[CH3:7][C:8]1([CH3:16])[C:10]([CH3:12])([CH3:11])[CH2:9]1.[CH3:7][C:8]1([CH3:16])[C:10]([CH3:12])([CH3:11])[CH2:9]1. (5) Given the reactants [CH2:1]([N:3]1[C:7]2[CH:8]=[C:9]([C:12]([F:15])([F:14])[F:13])[CH:10]=[CH:11][C:6]=2[N:5]=[C:4]1[C@H:16]([NH:18][S:19]([C:22]1[CH:23]=[N:24][C:25](SCC)=[N:26][CH:27]=1)(=[O:21])=[O:20])[CH3:17])[CH3:2].CC#N.O, predict the reaction product. The product is: [CH2:1]([N:3]1[C:7]2[CH:8]=[C:9]([C:12]([F:14])([F:15])[F:13])[CH:10]=[CH:11][C:6]=2[N:5]=[C:4]1[C@H:16]([NH:18][S:19]([C:22]1[CH:23]=[N:24][CH:25]=[N:26][CH:27]=1)(=[O:21])=[O:20])[CH3:17])[CH3:2]. (6) Given the reactants [NH2:1][C:2]([CH:16]([O:18][CH3:19])[CH3:17])=[CH:3][C:4]([C:6]1[CH:11]=[CH:10][C:9]([C:12]([F:15])([F:14])[F:13])=[CH:8][CH:7]=1)=[O:5].[F:20][C:21]1[CH:28]=[CH:27][C:24]([CH:25]=O)=[CH:23][CH:22]=1.[CH3:29][C:30]1([CH3:38])[CH2:35][C:34](=[O:36])[CH2:33][C:32](=O)[CH2:31]1.N1CCCC1C(O)=O, predict the reaction product. The product is: [F:20][C:21]1[CH:28]=[CH:27][C:24]([CH:25]2[C:33]3[C:34](=[O:36])[CH2:35][C:30]([CH3:38])([CH3:29])[CH2:31][C:32]=3[NH:1][C:2]([CH:16]([O:18][CH3:19])[CH3:17])=[C:3]2[C:4](=[O:5])[C:6]2[CH:11]=[CH:10][C:9]([C:12]([F:14])([F:15])[F:13])=[CH:8][CH:7]=2)=[CH:23][CH:22]=1. (7) The product is: [Cl:1][C:2]1[CH:3]=[C:4]([C:8]2[O:12][N:11]=[C:10]([C:13]([N:45]([CH3:46])[C:44]3[N:40]([CH3:39])[C:41]([C:47]4[CH:52]=[N:51][NH:50][C:49](=[O:53])[CH:48]=4)=[N:42][N:43]=3)=[O:15])[CH:9]=2)[CH:5]=[CH:6][CH:7]=1. Given the reactants [Cl:1][C:2]1[CH:3]=[C:4]([C:8]2[O:12][N:11]=[C:10]([C:13]([OH:15])=O)[CH:9]=2)[CH:5]=[CH:6][CH:7]=1.Cl.CN(C)CCCN=C=NCC.O.ON1C2C=CC=CC=2N=N1.[CH3:39][N:40]1[C:44]([NH:45][CH3:46])=[N:43][N:42]=[C:41]1[C:47]1[CH:52]=[N:51][NH:50][C:49](=[O:53])[CH:48]=1, predict the reaction product.